Dataset: Reaction yield outcomes from USPTO patents with 853,638 reactions. Task: Predict the reaction yield, written as a fraction of the theoretical maximum amount of product (1.0 means a 100% yield; for example, 0.34 means a 34% yield). (1) The reactants are C([O:5][C:6](=[O:38])[C:7]([CH3:37])([O:9][C:10]1[CH:36]=[CH:35][C:13]([C:14]([O:16][CH2:17][C:18]2[N:19]=[N:20][N:21]([CH2:23][C:24]3[CH:29]=[CH:28][C:27]([O:30][C:31]([F:34])([F:33])[F:32])=[CH:26][CH:25]=3)[CH:22]=2)=[O:15])=[CH:12][CH:11]=1)[CH3:8])(C)(C)C.Cl. The catalyst is O1CCOCC1. The product is [CH3:37][C:7]([O:9][C:10]1[CH:36]=[CH:35][C:13]([C:14]([O:16][CH2:17][C:18]2[N:19]=[N:20][N:21]([CH2:23][C:24]3[CH:25]=[CH:26][C:27]([O:30][C:31]([F:33])([F:34])[F:32])=[CH:28][CH:29]=3)[CH:22]=2)=[O:15])=[CH:12][CH:11]=1)([CH3:8])[C:6]([OH:38])=[O:5]. The yield is 0.780. (2) The reactants are [C:1]1(=O)[CH2:4][CH2:3][CH2:2]1.[C:6]([O:10][C:11]([NH:13][NH2:14])=[O:12])([CH3:9])([CH3:8])[CH3:7]. The catalyst is CCCCCC. The product is [C:6]([O:10][C:11]([NH:13][N:14]=[C:1]1[CH2:4][CH2:3][CH2:2]1)=[O:12])([CH3:9])([CH3:8])[CH3:7]. The yield is 0.810. (3) The reactants are Br[C:2]1[CH:7]=[CH:6][N:5]=[C:4]([O:8][CH3:9])[CH:3]=1.[Br-].[CH2:11]([O:13][C:14](=[O:17])[CH2:15][Zn+])[CH3:12]. The catalyst is C1C=CC([P]([Pd]([P](C2C=CC=CC=2)(C2C=CC=CC=2)C2C=CC=CC=2)([P](C2C=CC=CC=2)(C2C=CC=CC=2)C2C=CC=CC=2)[P](C2C=CC=CC=2)(C2C=CC=CC=2)C2C=CC=CC=2)(C2C=CC=CC=2)C2C=CC=CC=2)=CC=1.C1COCC1. The product is [CH3:9][O:8][C:4]1[CH:3]=[C:2]([CH2:15][C:14]([O:13][CH2:11][CH3:12])=[O:17])[CH:7]=[CH:6][N:5]=1. The yield is 0.385. (4) The reactants are [Cl:1][C:2]1[C:9]([OH:10])=[CH:8][C:5]([C:6]#[N:7])=[CH:4][N:3]=1.C(N(CC)C(C)C)(C)C.Cl[CH:21]([O:23][CH:24](C)Cl)C. The catalyst is C(Cl)Cl. The product is [Cl:1][C:2]1[C:9]([O:10][CH2:21][O:23][CH3:24])=[CH:8][C:5]([C:6]#[N:7])=[CH:4][N:3]=1. The yield is 0.500. (5) The reactants are Cl[C:2]1[CH:7]=[CH:6][C:5]2[O:8][C:9]3([CH3:20])[CH2:13][CH2:12][CH2:11][CH:10]3[C:14]3([CH2:18][O:17][C:16]([NH2:19])=[N:15]3)[C:4]=2[CH:3]=1.F[B-](F)(F)F.C1([PH+](C2CCCCC2)C2CCCCC2)CCCCC1.[O-]P([O-])([O-])=O.[K+].[K+].[K+].[F:53][C:54]1[C:59](B(O)O)=[CH:58][CH:57]=[CH:56][N:55]=1. The catalyst is C1C=CC(/C=C/C(/C=C/C2C=CC=CC=2)=O)=CC=1.C1C=CC(/C=C/C(/C=C/C2C=CC=CC=2)=O)=CC=1.C1C=CC(/C=C/C(/C=C/C2C=CC=CC=2)=O)=CC=1.[Pd].[Pd]. The product is [F:53][C:54]1[C:59]([C:2]2[CH:7]=[CH:6][C:5]3[O:8][C:9]4([CH3:20])[CH2:13][CH2:12][CH2:11][CH:10]4[C:14]4([CH2:18][O:17][C:16]([NH2:19])=[N:15]4)[C:4]=3[CH:3]=2)=[CH:58][CH:57]=[CH:56][N:55]=1. The yield is 0.190. (6) The reactants are [C:1]([O:5][C:6]([N:8]1[CH2:13][CH2:12][N:11]([C:14]2[CH:22]=[CH:21][CH:20]=[C:19]3[C:15]=2[CH:16]=[N:17][NH:18]3)[CH2:10][CH2:9]1)=[O:7])([CH3:4])([CH3:3])[CH3:2].[OH-].[K+].[I:25]I. The catalyst is CN(C)C=O.C(OCC)(=O)C. The yield is 0.350. The product is [C:1]([O:5][C:6]([N:8]1[CH2:9][CH2:10][N:11]([C:14]2[CH:22]=[CH:21][CH:20]=[C:19]3[C:15]=2[C:16]([I:25])=[N:17][NH:18]3)[CH2:12][CH2:13]1)=[O:7])([CH3:4])([CH3:2])[CH3:3]. (7) The reactants are [CH3:1][C:2]1([CH:7]([CH2:13][CH3:14])[C:8]([O:10]CC)=[O:9])[O:6][CH2:5][CH2:4][O:3]1.[OH-].[K+]. The catalyst is CCO.O. The product is [CH3:1][C:2]1([CH:7]([CH2:13][CH3:14])[C:8]([OH:10])=[O:9])[O:6][CH2:5][CH2:4][O:3]1. The yield is 0.520.